From a dataset of Reaction yield outcomes from USPTO patents with 853,638 reactions. Predict the reaction yield, written as a fraction of the theoretical maximum amount of product (1.0 means a 100% yield; for example, 0.34 means a 34% yield). (1) The product is [CH3:24][C@@:23]12[C@@H:15]([C@@H:13]([CH:12]=[O:11])[CH3:14])[CH2:16][CH2:17][C@H:18]1[C@@H:19]([O:25][C:26](=[O:28])[CH3:27])[CH2:20][CH2:21][CH2:22]2. The reactants are C(Cl)(=O)C(Cl)=O.CS(C)=O.[OH:11][CH2:12][C@H:13]([C@@H:15]1[C@:23]2([CH3:24])[C@H:18]([C@@H:19]([O:25][C:26](=[O:28])[CH3:27])[CH2:20][CH2:21][CH2:22]2)[CH2:17][CH2:16]1)[CH3:14]. The catalyst is ClCCl. The yield is 0.940. (2) The reactants are [C:1]([NH:5][C:6]1[N:13]=[C:12](Cl)[CH:11]=[CH:10][C:7]=1[C:8]#[N:9])([CH3:4])([CH3:3])[CH3:2].[Br:15][C:16]1[CH:23]=[CH:22][C:21]([OH:24])=[CH:20][C:17]=1[CH:18]=[O:19].C([O-])([O-])=O.[K+].[K+]. The catalyst is CN(C=O)C. The product is [Br:15][C:16]1[CH:23]=[CH:22][C:21]([O:24][C:12]2[CH:11]=[CH:10][C:7]([C:8]#[N:9])=[C:6]([NH:5][C:1]([CH3:4])([CH3:3])[CH3:2])[N:13]=2)=[CH:20][C:17]=1[CH:18]=[O:19]. The yield is 0.850. (3) The reactants are [C:1]([O:5][C:6]([NH:8][C:9]1[CH:10]=[CH:11][C:12]([C:15](OCC)=[O:16])=[N:13][CH:14]=1)=[O:7])([CH3:4])([CH3:3])[CH3:2].[H-].[Al+3].[Li+].[H-].[H-].[H-].O.[OH-].[Na+]. The catalyst is C(OCC)C. The product is [OH:16][CH2:15][C:12]1[N:13]=[CH:14][C:9]([NH:8][C:6](=[O:7])[O:5][C:1]([CH3:3])([CH3:2])[CH3:4])=[CH:10][CH:11]=1. The yield is 0.780. (4) The reactants are [O:1]1[CH2:6][CH2:5][N:4]([S:7]([C:10]2[CH:19]=[CH:18][C:13]([C:14]([NH:16][NH2:17])=[O:15])=[CH:12][CH:11]=2)(=[O:9])=[O:8])[CH2:3][CH2:2]1.[Cl:20][C:21]1[CH:22]=[CH:23][C:24]([OH:30])=[C:25]([C:27](=O)[CH3:28])[CH:26]=1. The catalyst is CO.C(O)(=O)C. The product is [Cl:20][C:21]1[CH:22]=[CH:23][C:24]([OH:30])=[C:25](/[C:27](=[N:17]/[NH:16][C:14](=[O:15])[C:13]2[CH:18]=[CH:19][C:10]([S:7]([N:4]3[CH2:5][CH2:6][O:1][CH2:2][CH2:3]3)(=[O:9])=[O:8])=[CH:11][CH:12]=2)/[CH3:28])[CH:26]=1. The yield is 0.506.